This data is from Catalyst prediction with 721,799 reactions and 888 catalyst types from USPTO. The task is: Predict which catalyst facilitates the given reaction. (1) The catalyst class is: 21. Product: [CH2:7]([O:6][P:4]([CH2:9][CH2:10][C:11]([O-:13])=[O:12])([O:3][CH2:1][CH3:2])=[O:5])[CH3:8].[CH2:7]([O:6][P:4]([CH2:9][CH2:10][C:11]([O-:13])=[O:12])([O:3][CH2:1][CH3:2])=[O:5])[CH3:8].[CH2:7]([O:6][P:4]([CH2:9][CH2:10][C:11]([O-:13])=[O:12])([O:3][CH2:1][CH3:2])=[O:5])[CH3:8].[Al+3:17]. Reactant: [CH2:1]([O:3][P:4]([CH2:9][CH2:10][C:11]([OH:13])=[O:12])([O:6][CH2:7][CH3:8])=[O:5])[CH3:2].O.O.[OH-].[Al+3:17].[OH-].[OH-]. (2) Reactant: [CH3:1][N:2]1[C:6]2[CH:7]=[CH:8][C:9]([N:11]3[CH:16]=[C:15]([C:17]([O:19][CH2:20][CH3:21])=[O:18])[C:14](=[O:22])[NH:13][C:12]3=[O:23])=[CH:10][C:5]=2[N:4]([CH3:24])[S:3]1(=[O:26])=[O:25].Br[CH2:28][C:29]1[CH:34]=[CH:33][CH:32]=[C:31]([Cl:35])[C:30]=1[C:36]([F:39])([F:38])[F:37]. Product: [Cl:35][C:31]1[C:30]([C:36]([F:37])([F:38])[F:39])=[C:29]([CH:34]=[CH:33][CH:32]=1)[CH2:28][N:13]1[C:14](=[O:22])[C:15]([C:17]([O:19][CH2:20][CH3:21])=[O:18])=[CH:16][N:11]([C:9]2[CH:8]=[CH:7][C:6]3[N:2]([CH3:1])[S:3](=[O:25])(=[O:26])[N:4]([CH3:24])[C:5]=3[CH:10]=2)[C:12]1=[O:23]. The catalyst class is: 98. (3) Reactant: F[B-](F)(F)F.C([O+:8](CC)CC)C.[C:13]([O:18][CH2:19][CH3:20])(=S)[C:14]([NH2:16])=O.[CH3:21][C:22]([CH3:38])([CH3:37])[C:23]([NH:25][NH:26][CH2:27][C:28]1[C:33]([CH3:34])=[CH:32][C:31]([CH3:35])=[CH:30][C:29]=1[CH3:36])=O.C(N(CC)CC)C. Product: [C:22]([C:23]1[N:16]=[C:14]([C:13]([O:18][CH2:19][CH3:20])=[O:8])[N:26]([CH2:27][C:28]2[C:33]([CH3:34])=[CH:32][C:31]([CH3:35])=[CH:30][C:29]=2[CH3:36])[N:25]=1)([CH3:38])([CH3:37])[CH3:21]. The catalyst class is: 2. (4) Reactant: [F:1][C:2]([F:46])([F:45])[C:3]1[CH:4]=[C:5]([CH:38]=[C:39]([C:41]([F:44])([F:43])[F:42])[CH:40]=1)[CH2:6][N:7]1[C:11]([C:12]2[CH:13]=[N:14][CH:15]=[CH:16][CH:17]=2)=[C:10]([C:18]([C:20]2[C:21]([CH2:32][CH:33]3OCC[O:34]3)=[N:22][O:23][C:24]=2[C:25]2[CH:30]=[CH:29][CH:28]=[CH:27][C:26]=2[Cl:31])=[O:19])[N:9]=[CH:8]1.O. Product: [F:45][C:2]([F:1])([F:46])[C:3]1[CH:4]=[C:5]([CH:38]=[C:39]([C:41]([F:44])([F:42])[F:43])[CH:40]=1)[CH2:6][N:7]1[C:11]([C:12]2[CH:13]=[N:14][CH:15]=[CH:16][CH:17]=2)=[C:10]([C:18]([C:20]2[C:21]([CH2:32][CH:33]=[O:34])=[N:22][O:23][C:24]=2[C:25]2[CH:30]=[CH:29][CH:28]=[CH:27][C:26]=2[Cl:31])=[O:19])[N:9]=[CH:8]1. The catalyst class is: 15. (5) Reactant: [C:1]1([OH:7])[CH:6]=[CH:5][CH:4]=[CH:3][CH:2]=1.C([O-])([O-])=O.[K+].[K+].Br[CH:15]1[CH2:20][CH2:19][O:18][C:16]1=[O:17]. Product: [O:7]([CH:15]1[CH2:20][CH2:19][O:18][C:16]1=[O:17])[C:1]1[CH:6]=[CH:5][CH:4]=[CH:3][CH:2]=1. The catalyst class is: 18. (6) Reactant: [Cl:1][C:2]1[CH:3]=[C:4]([CH:14]=[CH:15][C:16]=1[CH2:17][CH3:18])[S:5][C:6]1[CH:13]=[CH:12][C:9]([C:10]#[N:11])=[CH:8][CH:7]=1.C1COCC1.[H-].[Al+3].[Li+].[H-].[H-].[H-].[OH-].[Na+]. Product: [Cl:1][C:2]1[CH:3]=[C:4]([CH:14]=[CH:15][C:16]=1[CH2:17][CH3:18])[S:5][C:6]1[CH:13]=[CH:12][C:9]([CH2:10][NH2:11])=[CH:8][CH:7]=1. The catalyst class is: 97.